Dataset: NCI-60 drug combinations with 297,098 pairs across 59 cell lines. Task: Regression. Given two drug SMILES strings and cell line genomic features, predict the synergy score measuring deviation from expected non-interaction effect. Drug 1: CCC1=CC2CC(C3=C(CN(C2)C1)C4=CC=CC=C4N3)(C5=C(C=C6C(=C5)C78CCN9C7C(C=CC9)(C(C(C8N6C)(C(=O)OC)O)OC(=O)C)CC)OC)C(=O)OC.C(C(C(=O)O)O)(C(=O)O)O. Drug 2: C1C(C(OC1N2C=C(C(=O)NC2=O)F)CO)O. Cell line: T-47D. Synergy scores: CSS=35.0, Synergy_ZIP=-2.22, Synergy_Bliss=2.59, Synergy_Loewe=3.77, Synergy_HSA=3.27.